Dataset: Reaction yield outcomes from USPTO patents with 853,638 reactions. Task: Predict the reaction yield, written as a fraction of the theoretical maximum amount of product (1.0 means a 100% yield; for example, 0.34 means a 34% yield). (1) The reactants are [B:1](OC(C)C)([O:6]C(C)C)[O:2]C(C)C.[CH3:14][O:15][C:16]1[CH:17]=[C:18](Br)[CH:19]=[N:20][CH:21]=1.[Li]CCCC.Cl. The catalyst is C1(C)C=CC=CC=1.O1CCCC1. The product is [CH3:14][O:15][C:16]1[CH:17]=[C:18]([B:1]([OH:6])[OH:2])[CH:19]=[N:20][CH:21]=1. The yield is 0.940. (2) The reactants are [Cl:1][C:2]1[CH:8]=[CH:7][CH:6]=[C:5]([CH3:9])[C:3]=1[NH2:4].[CH2:10]([C:12]1[CH:17]=[CH:16][C:15](Br)=[CH:14][CH:13]=1)[CH3:11].CC(C)([O-])C.[Na+].Cl. The catalyst is C1(C)C=CC=CC=1.C(P(C(C)(C)C)C(C)(C)C)(C)(C)C.O. The product is [Cl:1][C:2]1[CH:8]=[CH:7][CH:6]=[C:5]([CH3:9])[C:3]=1[NH:4][C:15]1[CH:16]=[CH:17][C:12]([CH2:10][CH3:11])=[CH:13][CH:14]=1. The yield is 0.580. (3) The reactants are [C:1](=[O:15])([O:5][C:6]1[CH:11]=[CH:10][C:9]([N+:12]([O-:14])=[O:13])=[CH:8][CH:7]=1)[O:2][CH2:3]I.[C:16]1(=[O:30])[N:20]([CH2:21][CH2:22][CH2:23][CH2:24][CH2:25][C:26]([OH:28])=[O:27])[C:19](=[O:29])[CH:18]=[CH:17]1. The catalyst is C(#N)C.CCOC(C)=O. The product is [C:19]1(=[O:29])[N:20]([CH2:21][CH2:22][CH2:23][CH2:24][CH2:25][C:26]([O:28][CH2:3][O:2][C:1]([O:5][C:6]2[CH:11]=[CH:10][C:9]([N+:12]([O-:14])=[O:13])=[CH:8][CH:7]=2)=[O:15])=[O:27])[C:16](=[O:30])[CH:17]=[CH:18]1. The yield is 0.330. (4) The reactants are [FH:1].C(=O)=O.CC(C)=O.[CH3:9][O:10][C:11]1[C:12]([N+:19]([O-:21])=[O:20])=[CH:13][C:14]([CH3:18])=[C:15]([CH:17]=1)N.N([O-])=O.[Na+]. The catalyst is N1C=CC=CC=1. The product is [F:1][C:15]1[CH:17]=[C:11]([O:10][CH3:9])[C:12]([N+:19]([O-:21])=[O:20])=[CH:13][C:14]=1[CH3:18]. The yield is 0.630.